This data is from Catalyst prediction with 721,799 reactions and 888 catalyst types from USPTO. The task is: Predict which catalyst facilitates the given reaction. (1) The catalyst class is: 11. Product: [CH:1]1([CH2:6][CH:7]([C:11]2[CH:12]=[CH:13][C:14]([O:17][C:18]3[CH:23]=[CH:22][CH:21]=[CH:20][CH:19]=3)=[CH:15][CH:16]=2)[C:8]([NH:10][C:26]([NH:25][CH3:24])=[O:27])=[O:9])[CH2:5][CH2:4][CH2:3][CH2:2]1. Reactant: [CH:1]1([CH2:6][CH:7]([C:11]2[CH:16]=[CH:15][C:14]([O:17][C:18]3[CH:23]=[CH:22][CH:21]=[CH:20][CH:19]=3)=[CH:13][CH:12]=2)[C:8]([NH2:10])=[O:9])[CH2:5][CH2:4][CH2:3][CH2:2]1.[CH3:24][N:25]=[C:26]=[O:27]. (2) Reactant: [CH3:1][C:2]1[CH:7]=[CH:6][C:5]([S:8]([O:11][CH2:12][CH:13]2[CH2:17][C:16]3[C:18](Br)=[CH:19][CH:20]=[CH:21][C:15]=3[O:14]2)(=[O:10])=[O:9])=[CH:4][CH:3]=1.[CH3:23][C:24]1[CH:29]=[CH:28][CH:27]=[CH:26][C:25]=1B(O)O.C(=O)([O-])[O-].[K+].[K+].CC1C=CC(S(OCC2CC3C(C4C=CC=CC=4)=CC=CC=3O2)(=O)=O)=CC=1. Product: [CH3:1][C:2]1[CH:7]=[CH:6][C:5]([S:8]([O:11][CH2:12][CH:13]2[CH2:17][C:16]3[C:18]([C:25]4[CH:26]=[CH:27][CH:28]=[CH:29][C:24]=4[CH3:23])=[CH:19][CH:20]=[CH:21][C:15]=3[O:14]2)(=[O:10])=[O:9])=[CH:4][CH:3]=1. The catalyst class is: 608. (3) Reactant: [NH2:1][C:2]1[N:6]([C:7]2[CH:16]=[CH:15][C:10]3[NH:11][C:12]([CH3:14])=[N:13][C:9]=3[CH:8]=2)[N:5]=[CH:4][C:3]=1[C:17]([C:19]1[N:20]([S:30]([C:33]2[CH:38]=[CH:37][C:36]([CH3:39])=[CH:35][CH:34]=2)(=[O:32])=[O:31])[C:21]2[C:26]([CH:27]=1)=[CH:25][CH:24]=[C:23]([CH:28]=O)[CH:22]=2)=[O:18].[CH3:40][N:41]1[CH2:46][CH2:45][NH:44][CH2:43][CH2:42]1.C(O[BH-](OC(=O)C)OC(=O)C)(=O)C.[Na+].C(=O)(O)[O-].[Na+]. Product: [NH2:1][C:2]1[N:6]([C:7]2[CH:16]=[CH:15][C:10]3[NH:11][C:12]([CH3:14])=[N:13][C:9]=3[CH:8]=2)[N:5]=[CH:4][C:3]=1[C:17]([C:19]1[N:20]([S:30]([C:33]2[CH:34]=[CH:35][C:36]([CH3:39])=[CH:37][CH:38]=2)(=[O:32])=[O:31])[C:21]2[C:26]([CH:27]=1)=[CH:25][CH:24]=[C:23]([CH2:28][N:44]1[CH2:45][CH2:46][N:41]([CH3:40])[CH2:42][CH2:43]1)[CH:22]=2)=[O:18]. The catalyst class is: 4. (4) Reactant: [CH3:1][N:2]1[CH:7]2[CH:8]3[O:10][CH:9]3[CH:3]1[CH2:4][CH:5]([O:11][C:12]([C:14]([OH:25])([C:20]1[S:24][CH:23]=[CH:22][CH:21]=1)[C:15]1[S:19][CH:18]=[CH:17][CH:16]=1)=[O:13])[CH2:6]2.[CH3:26][Br:27]. Product: [CH3:1][N+:2]1([CH3:26])[C@@H:3]2[C@@H:9]3[O:10][C@@H:8]3[C@H:7]1[CH2:6][C@@H:5]([O:11][C:12]([C:14]([OH:25])([C:15]1[S:19][CH:18]=[CH:17][CH:16]=1)[C:20]1[S:24][CH:23]=[CH:22][CH:21]=1)=[O:13])[CH2:4]2.[OH2:10].[Br-:27]. The catalyst class is: 23. (5) Reactant: [NH2:1][CH:2]1[CH2:7][CH2:6][O:5][CH2:4][CH2:3]1.C(N(CC)CC)C.[Cl:15][C:16]1[CH:21]=[CH:20][C:19]([S:22](Cl)(=[O:24])=[O:23])=[CH:18][CH:17]=1.Cl. Product: [Cl:15][C:16]1[CH:21]=[CH:20][C:19]([S:22]([NH:1][CH:2]2[CH2:7][CH2:6][O:5][CH2:4][CH2:3]2)(=[O:24])=[O:23])=[CH:18][CH:17]=1. The catalyst class is: 4. (6) Reactant: [F:1][C:2]1[CH:7]=[CH:6][C:5]([F:8])=[CH:4][C:3]=1[C:9]1[CH2:10][CH2:11][N:12](C(OCC2C=CC=CC=2)=O)[CH:13]([C:15]2[CH:20]=[CH:19][CH:18]=[C:17]([O:21][CH3:22])[CH:16]=2)[CH:14]=1.B(Br)(Br)Br. Product: [F:1][C:2]1[CH:7]=[CH:6][C:5]([F:8])=[CH:4][C:3]=1[C:9]1[CH2:10][CH2:11][NH:12][CH:13]([C:15]2[CH:20]=[CH:19][CH:18]=[C:17]([O:21][CH3:22])[CH:16]=2)[CH:14]=1. The catalyst class is: 4.